This data is from Forward reaction prediction with 1.9M reactions from USPTO patents (1976-2016). The task is: Predict the product of the given reaction. (1) Given the reactants [CH3:1][C:2]1[CH:9]=[CH:8][CH:7]=[CH:6][C:3]=1[C:4]#[N:5].C(O)(O)=O.[Br:14]Br.C(=O)([O-])[O-].[K+].[K+], predict the reaction product. The product is: [Br:14][C:7]1[CH:8]=[CH:9][C:2]([CH3:1])=[C:3]([CH:6]=1)[C:4]#[N:5]. (2) Given the reactants [N+:1]([C:4]1[C:9]([NH:10][CH2:11][C@@H:12]2[CH2:16][CH2:15][N:14](C(OC(C)(C)C)=O)[CH2:13]2)=[CH:8][CH:7]=[CH:6][N:5]=1)([O-:3])=[O:2].Cl, predict the reaction product. The product is: [N+:1]([C:4]1[C:9]([NH:10][CH2:11][C@@H:12]2[CH2:16][CH2:15][NH:14][CH2:13]2)=[CH:8][CH:7]=[CH:6][N:5]=1)([O-:3])=[O:2].